This data is from CYP2C9 inhibition data for predicting drug metabolism from PubChem BioAssay. The task is: Regression/Classification. Given a drug SMILES string, predict its absorption, distribution, metabolism, or excretion properties. Task type varies by dataset: regression for continuous measurements (e.g., permeability, clearance, half-life) or binary classification for categorical outcomes (e.g., BBB penetration, CYP inhibition). Dataset: cyp2c9_veith. (1) The compound is CC(=O)OCC(=O)[C@@]1(O)CC[C@@H]2[C@H]3CCC4=CC(=O)CC[C@]4(C)[C@]3(F)[C@@H](O)C[C@@]21C. The result is 0 (non-inhibitor). (2) The molecule is NS(=O)(=O)c1ccc(NCc2cnc3ccccc3c2)cc1. The result is 0 (non-inhibitor). (3) The molecule is O=C(CN(Cc1ccccc1Cl)C(=O)c1ccc(CN2CCOCC2)o1)NCC1CCCO1. The result is 0 (non-inhibitor). (4) The molecule is CC(C)=CCC/C(C)=C/CO/N=C1/C[C@@H](O)[C@@H](O)[C@H]2[C@@H]1CC[C@@H]1C(=O)N(C3CCCCC3)C(=O)[C@H]12. The result is 0 (non-inhibitor).